This data is from Full USPTO retrosynthesis dataset with 1.9M reactions from patents (1976-2016). The task is: Predict the reactants needed to synthesize the given product. (1) Given the product [NH2:23][C:19]1[CH:18]=[C:17]([C:15]2[C:16]3[C:4]([NH2:3])=[N:5][CH:6]=[N:7][C:8]=3[N:9]3[C:14]=2[CH2:13][CH2:12][CH2:11][CH2:10]3)[CH:22]=[CH:21][CH:20]=1, predict the reactants needed to synthesize it. The reactants are: [OH-].[Na+].[NH2:3][C:4]1[C:16]2[C:15]([C:17]3[CH:18]=[C:19]([NH:23]C(=O)C4C=CC=CC=4)[CH:20]=[CH:21][CH:22]=3)=[C:14]3[N:9]([CH2:10][CH2:11][CH2:12][CH2:13]3)[C:8]=2[N:7]=[CH:6][N:5]=1. (2) Given the product [C:1]([O:5][C:6](=[O:28])[NH:7][C@@:8]([CH3:25])([CH2:26][O:27][P:37]1(=[O:52])[O:38][CH2:39][C:40]2[CH:47]=[CH:46][CH:45]=[CH:44][C:41]=2[CH2:42][O:43]1)[CH2:9][CH2:10][C:11]1[CH:12]=[CH:13][C:14]2[O:18][C:17]([CH2:19][CH2:20][CH2:21][CH2:22][CH3:23])=[N:16][C:15]=2[CH:24]=1)([CH3:2])([CH3:3])[CH3:4], predict the reactants needed to synthesize it. The reactants are: [C:1]([O:5][C:6](=[O:28])[NH:7][C@:8]([CH2:26][OH:27])([CH3:25])[CH2:9][CH2:10][C:11]1[CH:12]=[CH:13][C:14]2[O:18][C:17]([CH2:19][CH2:20][CH2:21][CH2:22][CH3:23])=[N:16][C:15]=2[CH:24]=1)([CH3:4])([CH3:3])[CH3:2].N1C=NN=N1.C(N(CC)[P:37]1[O:43][CH2:42][C:41]2[CH:44]=[CH:45][CH:46]=[CH:47][C:40]=2[CH2:39][O:38]1)C.OO.[O-:52]S([O-])(=S)=O.[Na+].[Na+]. (3) Given the product [Cl:11][C:12]1[CH:17]=[CH:16][C:15]2[N:18]([CH2:2][CH2:3][CH2:4][N:5]3[CH2:9][CH2:8][CH2:7][CH2:6]3)[C:24]3[CH2:25][CH2:26][N:21]([CH3:20])[CH2:22][C:23]=3[C:14]=2[CH:13]=1, predict the reactants needed to synthesize it. The reactants are: Br[CH2:2][CH2:3][CH2:4][N:5]1[CH2:9][CH2:8][CH2:7][CH2:6]1.Cl.[Cl:11][C:12]1[CH:17]=[CH:16][C:15]([NH:18]N)=[CH:14][CH:13]=1.[CH3:20][N:21]1[CH2:26][CH2:25][C:24](=O)[CH2:23][CH2:22]1. (4) Given the product [F:32][C:31]([F:33])([F:34])[C:30]([C:27]1[CH:28]=[CH:29][C:24]([C:12]2[S:11][C:10]([C:8]3[O:9][C:5]([C:2]([OH:1])([CH3:4])[CH3:3])=[N:6][N:7]=3)=[N:14][C:13]=2[C:15]([N:17]2[CH2:21][CH2:20][CH2:19][C@@H:18]2[CH3:22])=[O:16])=[C:25]([C:40]([F:41])([F:42])[F:43])[CH:26]=1)([OH:39])[C:35]([F:38])([F:37])[F:36], predict the reactants needed to synthesize it. The reactants are: [OH:1][C:2]([C:5]1[O:9][C:8]([C:10]2[S:11][CH:12]=[C:13]([C:15]([N:17]3[CH2:21][CH2:20][CH2:19][C@@H:18]3[CH3:22])=[O:16])[N:14]=2)=[N:7][N:6]=1)([CH3:4])[CH3:3].Br[C:24]1[CH:29]=[CH:28][C:27]([C:30]([OH:39])([C:35]([F:38])([F:37])[F:36])[C:31]([F:34])([F:33])[F:32])=[CH:26][C:25]=1[C:40]([F:43])([F:42])[F:41].CC([O-])=O.[K+]. (5) Given the product [Br:1][C:2]1[CH:3]=[C:4]([NH:9][C:10](=[O:12])[CH3:11])[C:5]([CH3:8])=[N:6][CH:7]=1, predict the reactants needed to synthesize it. The reactants are: [Br:1][C:2]1[CH:3]=[C:4]([NH2:9])[C:5]([CH3:8])=[N:6][CH:7]=1.[C:10](OC(=O)C)(=[O:12])[CH3:11].C(N(CC)CC)C. (6) Given the product [CH:25]1([N:21]2[CH2:22][CH2:23][CH2:24][N:18]([C:16]([C:14]3[CH:13]=[CH:12][C:11]([O:28][C:29]4[CH:34]=[CH:33][C:32]([Cl:35])=[C:31]([Cl:36])[CH:30]=4)=[C:10]([CH2:9][NH:7][CH3:6])[CH:15]=3)=[O:17])[CH2:19][CH2:20]2)[CH2:27][CH2:26]1, predict the reactants needed to synthesize it. The reactants are: C(O[C:6](=O)[N:7]([CH2:9][C:10]1[CH:15]=[C:14]([C:16]([N:18]2[CH2:24][CH2:23][CH2:22][N:21]([CH:25]3[CH2:27][CH2:26]3)[CH2:20][CH2:19]2)=[O:17])[CH:13]=[CH:12][C:11]=1[O:28][C:29]1[CH:34]=[CH:33][C:32]([Cl:35])=[C:31]([Cl:36])[CH:30]=1)C)(C)(C)C.C(OC(=O)NC)(C)(C)C.C1CCN2C(=NCCC2)CC1.C1(N2CCCNCC2)CC1.F[B-](F)(F)F. (7) Given the product [CH3:1][O:2][C:3](=[O:15])[C:4]1[CH:9]=[C:8]([I:10])[CH:7]=[C:6]([NH2:11])[C:5]=1[F:14], predict the reactants needed to synthesize it. The reactants are: [CH3:1][O:2][C:3](=[O:15])[C:4]1[CH:9]=[C:8]([I:10])[CH:7]=[C:6]([N+:11]([O-])=O)[C:5]=1[F:14].Cl[Sn]Cl.